This data is from Reaction yield outcomes from USPTO patents with 853,638 reactions. The task is: Predict the reaction yield, written as a fraction of the theoretical maximum amount of product (1.0 means a 100% yield; for example, 0.34 means a 34% yield). (1) The reactants are Br[C:2]1[C:15]2[C:16]3=[C:17]4[C:12](=[CH:13][CH:14]=2)[CH:11]=[CH:10][C:9](Br)=[C:8]4[CH:7]=[CH:6][C:5]3=[CH:4][CH:3]=1.[CH3:19][C:20]1[CH:21]=[C:22]([NH:26][C:27]2[CH:32]=[CH:31][CH:30]=[C:29]([C:33]3([C:46]4[CH:51]=[CH:50][CH:49]=[CH:48][CH:47]=4)[C:45]4[CH:44]=[CH:43][CH:42]=[CH:41][C:40]=4[C:39]4[C:34]3=[CH:35][CH:36]=[CH:37][CH:38]=4)[CH:28]=2)[CH:23]=[CH:24][CH:25]=1.[CH3:52][C:53]([CH3:56])([O-])[CH3:54].[Na+].[C:67](P([C:67]([CH3:70])([CH3:69])[CH3:68])[C:67]([CH3:70])([CH3:69])[CH3:68])([CH3:70])([CH3:69])[CH3:68]. The catalyst is C1C=CC(/C=C/C(/C=C/C2C=CC=CC=2)=O)=CC=1.C1C=CC(/C=C/C(/C=C/C2C=CC=CC=2)=O)=CC=1.[Pd].C1(C)C=CC=CC=1.CCCCCC. The product is [CH3:19][C:20]1[CH:21]=[C:22]([N:26]([C:27]2[CH:32]=[CH:31][CH:30]=[C:29]([C:33]3([C:46]4[CH:51]=[CH:50][CH:49]=[CH:48][CH:47]=4)[C:45]4[CH:44]=[CH:43][CH:42]=[CH:41][C:40]=4[C:39]4[C:34]3=[CH:35][CH:36]=[CH:37][CH:38]=4)[CH:28]=2)[C:2]2[C:15]3=[C:16]4[C:17]5[C:12]([CH:13]=[CH:14]3)=[CH:11][CH:10]=[C:9]([N:26]([C:22]3[CH:21]=[CH:20][CH:69]=[C:67]([CH3:68])[CH:70]=3)[C:27]3[CH:28]=[CH:29][CH:54]=[C:53]([C:56]6([C:49]7[CH:48]=[CH:47][CH:46]=[CH:51][CH:50]=7)[C:41]7[CH:42]=[CH:43][CH:44]=[CH:45][C:40]=7[C:39]7[C:38]6=[CH:37][CH:36]=[CH:35][CH:34]=7)[CH:52]=3)[C:8]=5[CH:7]=[CH:6][C:5]4=[CH:4][CH:3]=2)[CH:23]=[CH:24][CH:25]=1. The yield is 0.670. (2) The reactants are [C:1]([C:3]1[CH:4]=[C:5]([CH:10]=[CH:11][C:12]=1[OH:13])[C:6]([O:8][CH3:9])=[O:7])#[N:2].Br[CH:15]([CH3:17])[CH3:16].C(=O)([O-])[O-].[K+].[K+]. The catalyst is CN(C=O)C. The product is [C:1]([C:3]1[CH:4]=[C:5]([CH:10]=[CH:11][C:12]=1[O:13][CH:15]([CH3:17])[CH3:16])[C:6]([O:8][CH3:9])=[O:7])#[N:2]. The yield is 0.990. (3) The reactants are C([O:3][C:4]([C:6]1[NH:7][C:8]2[C:13]([CH:14]=1)=[CH:12][C:11]([Cl:15])=[CH:10][C:9]=2[CH2:16][C:17]#[N:18])=[O:5])C.O[Li].O.Cl. The catalyst is C1COCC1.CCO.O. The product is [Cl:15][C:11]1[CH:12]=[C:13]2[C:8](=[C:9]([CH2:16][C:17]#[N:18])[CH:10]=1)[NH:7][C:6]([C:4]([OH:5])=[O:3])=[CH:14]2. The yield is 0.980.